From a dataset of Forward reaction prediction with 1.9M reactions from USPTO patents (1976-2016). Predict the product of the given reaction. (1) Given the reactants [CH3:1][N:2]1[CH2:7][CH2:6][N:5]([CH2:8][CH2:9][CH2:10][CH2:11][O:12][C:13]2[CH:14]=[C:15]([CH:18]=[CH:19][CH:20]=2)[CH:16]=O)[CH2:4][CH2:3]1.[C:21]([C:25]1[CH:26]=[C:27]([NH2:32])[C:28]([NH2:31])=[CH:29][CH:30]=1)([CH3:24])([CH3:23])[CH3:22], predict the reaction product. The product is: [C:21]([C:25]1[CH:30]=[CH:29][C:28]2[NH:31][C:16]([C:15]3[CH:18]=[CH:19][CH:20]=[C:13]([O:12][CH2:11][CH2:10][CH2:9][CH2:8][N:5]4[CH2:6][CH2:7][N:2]([CH3:1])[CH2:3][CH2:4]4)[CH:14]=3)=[N:32][C:27]=2[CH:26]=1)([CH3:24])([CH3:22])[CH3:23]. (2) Given the reactants FC(F)(F)[C:3]([C:5]1[C:13]2[C:8](=[C:9]([F:15])[CH:10]=[CH:11][C:12]=2[CH3:14])[N:7]([CH2:16][CH2:17][O:18][CH3:19])[CH:6]=1)=[O:4].C[OH:23], predict the reaction product. The product is: [F:15][C:9]1[CH:10]=[CH:11][C:12]([CH3:14])=[C:13]2[C:8]=1[N:7]([CH2:16][CH2:17][O:18][CH3:19])[CH:6]=[C:5]2[C:3]([OH:4])=[O:23].